Dataset: Reaction yield outcomes from USPTO patents with 853,638 reactions. Task: Predict the reaction yield, written as a fraction of the theoretical maximum amount of product (1.0 means a 100% yield; for example, 0.34 means a 34% yield). (1) The reactants are Br[NH-].Br[CH2:4][C@@:5]([OH:22])([CH3:21])[C:6]([NH:8][C:9]1[CH:14]=[CH:13][C:12]([C:15]#[N:16])=[C:11]([C:17]([F:20])([F:19])[F:18])[CH:10]=1)=[O:7].C([O-])([O-])=O.[K+].[K+].[F:29][C:30]1[CH:37]=[C:36]([OH:38])[CH:35]=[CH:34][C:31]=1[C:32]#[N:33]. The catalyst is CC(C)=O.CC(O)C.O. The product is [C:15]([C:12]1[CH:13]=[CH:14][C:9]([NH:8][C:6](=[O:7])[C@:5]([OH:22])([CH3:21])[CH2:4][O:38][C:36]2[CH:35]=[CH:34][C:31]([C:32]#[N:33])=[C:30]([F:29])[CH:37]=2)=[CH:10][C:11]=1[C:17]([F:20])([F:19])[F:18])#[N:16]. The yield is 0.230. (2) The reactants are [K].[C:2]1(=[O:12])[NH:6][C:5](=[O:7])[C:4]2=[CH:8][CH:9]=[CH:10][CH:11]=[C:3]12.CN(C)C=O.[Cl:18][C:19]1[C:20]([C:34]2[CH:39]=[CH:38][C:37]([O:40][CH3:41])=[CH:36][CH:35]=2)=[C:21]2[C:29]3[CH2:30][CH2:31][S:32][CH2:33][C:28]=3[S:27][C:22]2=[N:23][C:24]=1[CH2:25]Cl. The catalyst is O. The product is [Cl:18][C:19]1[C:20]([C:34]2[CH:39]=[CH:38][C:37]([O:40][CH3:41])=[CH:36][CH:35]=2)=[C:21]2[C:29]3[CH2:30][CH2:31][S:32][CH2:33][C:28]=3[S:27][C:22]2=[N:23][C:24]=1[CH2:25][N:6]1[C:2](=[O:12])[C:3]2[C:4](=[CH:8][CH:9]=[CH:10][CH:11]=2)[C:5]1=[O:7]. The yield is 0.994. (3) The reactants are [CH3:1][S:2]([C:5]1[CH:23]=[CH:22][C:8]([CH2:9][O:10][C:11]2[CH:12]=[CH:13][C:14]([CH2:17][O:18]C(=O)C)=[N:15][CH:16]=2)=[CH:7][CH:6]=1)(=[O:4])=[O:3].O.[OH-].[Na+]. The catalyst is C(O)C. The product is [CH3:1][S:2]([C:5]1[CH:6]=[CH:7][C:8]([CH2:9][O:10][C:11]2[CH:12]=[CH:13][C:14]([CH2:17][OH:18])=[N:15][CH:16]=2)=[CH:22][CH:23]=1)(=[O:4])=[O:3]. The yield is 0.440. (4) The reactants are C[O:2][C:3]([C@:5]1([CH2:11][O:12][Si:13]([CH:20]([CH3:22])[CH3:21])([CH:17]([CH3:19])[CH3:18])[CH:14]([CH3:16])[CH3:15])[CH2:9][CH2:8][CH2:7][N:6]1[CH3:10])=[O:4].O.[OH-].[Li+].Cl. The catalyst is CO.O. The product is [CH3:10][N:6]1[CH2:7][CH2:8][CH2:9][C@@:5]1([CH2:11][O:12][Si:13]([CH:17]([CH3:19])[CH3:18])([CH:14]([CH3:16])[CH3:15])[CH:20]([CH3:22])[CH3:21])[C:3]([OH:4])=[O:2]. The yield is 0.920. (5) The reactants are [CH3:1][O:2][C:3](=[O:18])[C:4]1[CH:9]=[CH:8][C:7]([C:10]2[CH:11]=[N:12][C:13]([NH2:17])=[C:14]([OH:16])[CH:15]=2)=[CH:6][CH:5]=1.C(N(CC)C(C)C)(C)C.[CH3:28][C:29]1[CH:34]=[CH:33][C:32]([S:35](Cl)(=[O:37])=[O:36])=[CH:31][CH:30]=1. The catalyst is C(Cl)Cl.CN(C1C=CN=CC=1)C. The product is [CH3:1][O:2][C:3](=[O:18])[C:4]1[CH:5]=[CH:6][C:7]([C:10]2[CH:11]=[N:12][C:13]([NH2:17])=[C:14]([O:16][S:35]([C:32]3[CH:33]=[CH:34][C:29]([CH3:28])=[CH:30][CH:31]=3)(=[O:37])=[O:36])[CH:15]=2)=[CH:8][CH:9]=1. The yield is 0.880. (6) The catalyst is CN(C)C=O. The yield is 0.910. The product is [Cl:14][C:15]1[N:20]=[C:19]([NH:13][CH2:12][CH2:11][CH2:10][C:6]2[CH:7]=[CH:8][CH:9]=[C:4]([O:3][CH3:2])[CH:5]=2)[C:18]([Cl:22])=[CH:17][N:16]=1. The reactants are Cl.[CH3:2][O:3][C:4]1[CH:5]=[C:6]([CH2:10][CH2:11][CH2:12][NH2:13])[CH:7]=[CH:8][CH:9]=1.[Cl:14][C:15]1[N:20]=[C:19](Cl)[C:18]([Cl:22])=[CH:17][N:16]=1.C(=O)([O-])[O-].[K+].[K+].